This data is from Catalyst prediction with 721,799 reactions and 888 catalyst types from USPTO. The task is: Predict which catalyst facilitates the given reaction. (1) Reactant: [Cl:1][C:2]1[CH:10]=[C:9]2[C:5]([C:6]([C:11](=[O:16])C(F)(F)F)=[CH:7][NH:8]2)=[CH:4][CH:3]=1.C(=O)([O-])[O-].[K+].[K+].Br[CH2:24][CH:25]1[CH2:27][CH2:26]1.[OH-:28].[Na+]. Product: [Cl:1][C:2]1[CH:10]=[C:9]2[C:5]([C:6]([C:11]([OH:16])=[O:28])=[CH:7][N:8]2[CH2:24][CH:25]2[CH2:27][CH2:26]2)=[CH:4][CH:3]=1. The catalyst class is: 9. (2) Reactant: Cl[C:2]1[C:7]([C:8]([O:10]CC2C=CC=CC=2)=[O:9])=[CH:6][N:5]=[C:4]2[NH:18][CH:19]=[CH:20][C:3]=12.[NH2:21][CH:22]1[CH:29]2[CH2:30][C:25]3([C:32]([NH:34][CH2:35][C:36]([O:38][CH2:39][CH3:40])=[O:37])=[O:33])[CH2:26][CH:27]([CH2:31][CH:23]1[CH2:24]3)[CH2:28]2.C(N(CC)CC)C.C(OCC)(=O)C. The catalyst class is: 264. Product: [CH2:39]([O:38][C:36](=[O:37])[CH2:35][NH:34][C:32]([C:25]12[CH2:30][CH:29]3[CH2:28][CH:27]([CH2:31][CH:23]([CH:22]3[NH:21][C:2]3[C:7]([C:8]([OH:10])=[O:9])=[CH:6][N:5]=[C:4]4[NH:18][CH:19]=[CH:20][C:3]=34)[CH2:24]1)[CH2:26]2)=[O:33])[CH3:40].